Dataset: NCI-60 drug combinations with 297,098 pairs across 59 cell lines. Task: Regression. Given two drug SMILES strings and cell line genomic features, predict the synergy score measuring deviation from expected non-interaction effect. (1) Drug 1: CCC1=C2CN3C(=CC4=C(C3=O)COC(=O)C4(CC)O)C2=NC5=C1C=C(C=C5)O. Drug 2: CC1C(C(CC(O1)OC2CC(CC3=C2C(=C4C(=C3O)C(=O)C5=CC=CC=C5C4=O)O)(C(=O)C)O)N)O. Cell line: LOX IMVI. Synergy scores: CSS=48.8, Synergy_ZIP=-7.22, Synergy_Bliss=-9.14, Synergy_Loewe=-3.05, Synergy_HSA=-1.46. (2) Drug 1: CC1C(C(CC(O1)OC2CC(OC(C2O)C)OC3=CC4=CC5=C(C(=O)C(C(C5)C(C(=O)C(C(C)O)O)OC)OC6CC(C(C(O6)C)O)OC7CC(C(C(O7)C)O)OC8CC(C(C(O8)C)O)(C)O)C(=C4C(=C3C)O)O)O)O. Drug 2: CCCCC(=O)OCC(=O)C1(CC(C2=C(C1)C(=C3C(=C2O)C(=O)C4=C(C3=O)C=CC=C4OC)O)OC5CC(C(C(O5)C)O)NC(=O)C(F)(F)F)O. Cell line: OVCAR-8. Synergy scores: CSS=87.0, Synergy_ZIP=4.29, Synergy_Bliss=3.41, Synergy_Loewe=1.50, Synergy_HSA=3.35. (3) Drug 1: C1C(C(OC1N2C=C(C(=O)NC2=O)F)CO)O. Drug 2: COCCOC1=C(C=C2C(=C1)C(=NC=N2)NC3=CC=CC(=C3)C#C)OCCOC.Cl. Cell line: CAKI-1. Synergy scores: CSS=7.70, Synergy_ZIP=-3.03, Synergy_Bliss=-1.38, Synergy_Loewe=-0.708, Synergy_HSA=-0.203. (4) Drug 1: CCC1(CC2CC(C3=C(CCN(C2)C1)C4=CC=CC=C4N3)(C5=C(C=C6C(=C5)C78CCN9C7C(C=CC9)(C(C(C8N6C=O)(C(=O)OC)O)OC(=O)C)CC)OC)C(=O)OC)O.OS(=O)(=O)O. Drug 2: C1=NC2=C(N=C(N=C2N1C3C(C(C(O3)CO)O)O)F)N. Cell line: SK-OV-3. Synergy scores: CSS=18.6, Synergy_ZIP=-11.2, Synergy_Bliss=-3.14, Synergy_Loewe=-5.04, Synergy_HSA=-1.54. (5) Drug 1: CNC(=O)C1=CC=CC=C1SC2=CC3=C(C=C2)C(=NN3)C=CC4=CC=CC=N4. Drug 2: C1=CN(C=N1)CC(O)(P(=O)(O)O)P(=O)(O)O. Cell line: LOX IMVI. Synergy scores: CSS=-1.47, Synergy_ZIP=0.527, Synergy_Bliss=2.33, Synergy_Loewe=-1.63, Synergy_HSA=-1.17. (6) Drug 1: C1=CC(=CC=C1CC(C(=O)O)N)N(CCCl)CCCl.Cl. Drug 2: CC1=C(C(=O)C2=C(C1=O)N3CC4C(C3(C2COC(=O)N)OC)N4)N. Cell line: SK-MEL-5. Synergy scores: CSS=40.5, Synergy_ZIP=-4.84, Synergy_Bliss=-6.09, Synergy_Loewe=-36.7, Synergy_HSA=-6.80.